This data is from Full USPTO retrosynthesis dataset with 1.9M reactions from patents (1976-2016). The task is: Predict the reactants needed to synthesize the given product. Given the product [OH:18][C:19]1[C:20]([C:21]([O:23][CH2:24][CH3:25])=[O:22])=[CH:26][N:13]=[C:12]2[N:8]([CH2:7][C:6]3[CH:5]=[CH:4][C:3]([O:2][CH3:1])=[CH:15][CH:14]=3)[N:9]=[CH:10][C:11]=12, predict the reactants needed to synthesize it. The reactants are: [CH3:1][O:2][C:3]1[CH:15]=[CH:14][C:6]([CH2:7][N:8]2[C:12]([NH2:13])=[CH:11][CH:10]=[N:9]2)=[CH:5][CH:4]=1.C([O:18][CH:19]=[C:20]([C:26](OCC)=O)[C:21]([O:23][CH2:24][CH3:25])=[O:22])C.